This data is from NCI-60 drug combinations with 297,098 pairs across 59 cell lines. The task is: Regression. Given two drug SMILES strings and cell line genomic features, predict the synergy score measuring deviation from expected non-interaction effect. Drug 1: CC12CCC3C(C1CCC2O)C(CC4=C3C=CC(=C4)O)CCCCCCCCCS(=O)CCCC(C(F)(F)F)(F)F. Drug 2: C1=CN(C=N1)CC(O)(P(=O)(O)O)P(=O)(O)O. Cell line: HCT116. Synergy scores: CSS=-4.30, Synergy_ZIP=0.486, Synergy_Bliss=-3.86, Synergy_Loewe=-3.02, Synergy_HSA=-7.29.